This data is from TCR-epitope binding with 47,182 pairs between 192 epitopes and 23,139 TCRs. The task is: Binary Classification. Given a T-cell receptor sequence (or CDR3 region) and an epitope sequence, predict whether binding occurs between them. The epitope is ITEEVGHTDLMAAY. The TCR CDR3 sequence is CASSQEDHPTYEQYF. Result: 1 (the TCR binds to the epitope).